Regression. Given two drug SMILES strings and cell line genomic features, predict the synergy score measuring deviation from expected non-interaction effect. From a dataset of NCI-60 drug combinations with 297,098 pairs across 59 cell lines. (1) Drug 1: C1=CN(C=N1)CC(O)(P(=O)(O)O)P(=O)(O)O. Drug 2: CCC1(C2=C(COC1=O)C(=O)N3CC4=CC5=C(C=CC(=C5CN(C)C)O)N=C4C3=C2)O.Cl. Cell line: HT29. Synergy scores: CSS=13.3, Synergy_ZIP=-7.38, Synergy_Bliss=-3.34, Synergy_Loewe=-27.5, Synergy_HSA=-3.21. (2) Drug 1: C1=C(C(=O)NC(=O)N1)F. Drug 2: C1C(C(OC1N2C=C(C(=O)NC2=O)F)CO)O. Cell line: HL-60(TB). Synergy scores: CSS=87.4, Synergy_ZIP=1.46, Synergy_Bliss=-1.33, Synergy_Loewe=2.98, Synergy_HSA=5.25. (3) Drug 2: CN1C=C(C=N1)C2=C3N=C(C(=C(N3N=C2)N)Br)C4CCCNC4. Drug 1: C1CNP(=O)(OC1)N(CCCl)CCCl. Synergy scores: CSS=9.96, Synergy_ZIP=-2.18, Synergy_Bliss=0.0479, Synergy_Loewe=-12.9, Synergy_HSA=1.19. Cell line: NCI-H460. (4) Drug 1: C1CCC(C1)C(CC#N)N2C=C(C=N2)C3=C4C=CNC4=NC=N3. Drug 2: C1=CN(C(=O)N=C1N)C2C(C(C(O2)CO)O)O.Cl. Cell line: HCT-15. Synergy scores: CSS=8.11, Synergy_ZIP=-8.51, Synergy_Bliss=-0.863, Synergy_Loewe=-27.2, Synergy_HSA=-1.93.